Dataset: NCI-60 drug combinations with 297,098 pairs across 59 cell lines. Task: Regression. Given two drug SMILES strings and cell line genomic features, predict the synergy score measuring deviation from expected non-interaction effect. (1) Drug 2: C1=C(C(=O)NC(=O)N1)F. Synergy scores: CSS=20.5, Synergy_ZIP=-11.5, Synergy_Bliss=-9.89, Synergy_Loewe=-11.4, Synergy_HSA=-8.21. Cell line: NCI-H522. Drug 1: CC(CN1CC(=O)NC(=O)C1)N2CC(=O)NC(=O)C2. (2) Synergy scores: CSS=39.8, Synergy_ZIP=4.82, Synergy_Bliss=7.90, Synergy_Loewe=-3.46, Synergy_HSA=9.45. Cell line: HOP-62. Drug 2: C1=CC=C(C=C1)NC(=O)CCCCCCC(=O)NO. Drug 1: COC1=CC(=CC(=C1O)OC)C2C3C(COC3=O)C(C4=CC5=C(C=C24)OCO5)OC6C(C(C7C(O6)COC(O7)C8=CC=CS8)O)O. (3) Drug 1: C1=NC(=NC(=O)N1C2C(C(C(O2)CO)O)O)N. Drug 2: C(CCl)NC(=O)N(CCCl)N=O. Cell line: HL-60(TB). Synergy scores: CSS=73.8, Synergy_ZIP=-1.78, Synergy_Bliss=2.18, Synergy_Loewe=-30.5, Synergy_HSA=2.66.